From a dataset of Forward reaction prediction with 1.9M reactions from USPTO patents (1976-2016). Predict the product of the given reaction. (1) Given the reactants C([O:4][C@@H:5]1[C@@H:10]([O:11]C(=O)C)[C@@H:9]([O:15]C(=O)C)[C@@H:8]([CH2:19][O:20]C(=O)C)[O:7][C@H:6]1[O:24][C:25]1[C:29]([CH2:30][C:31]2[CH:36]=[CH:35][C:34](/[CH:37]=[CH:38]/[CH2:39][C:40](O)=[O:41])=[CH:33][CH:32]=2)=[C:28]([CH:43]([CH3:45])[CH3:44])[NH:27][N:26]=1)(=O)C.[NH2:46][C:47]([CH3:52])([CH3:51])[C:48]([NH2:50])=[O:49].Cl.NCC(N)=O, predict the reaction product. The product is: [C:48]([C:47]([NH:46][C:40]([CH2:39][CH2:38][CH2:37][C:34]1[CH:33]=[CH:32][C:31]([CH2:30][C:29]2[C:25]([O:24][C@@H:6]3[O:7][C@H:8]([CH2:19][OH:20])[C@H:9]([OH:15])[C@H:10]([OH:11])[C@H:5]3[OH:4])=[N:26][NH:27][C:28]=2[CH:43]([CH3:45])[CH3:44])=[CH:36][CH:35]=1)=[O:41])([CH3:52])[CH3:51])(=[O:49])[NH2:50]. (2) Given the reactants [C:1]([O-:4])(=[O:3])C.[O:5]=[C:6]1[C@@H:9]([NH3+:10])[CH2:8][NH:7]1.[CH3:11]CN(C(C)C)C(C)C.[CH:20]1([C:25]2[CH:30]=[CH:29][C:28](C3C=CN(C([O-])=O)C(=O)C=3C)=[CH:27][CH:26]=2)[CH2:24][CH2:23][CH2:22][CH2:21]1, predict the reaction product. The product is: [CH:20]1([C:25]2[CH:26]=[CH:27][C:28]([O:4][C:1](=[O:3])[N:10]([CH3:11])[C@H:9]3[CH2:8][NH:7][C:6]3=[O:5])=[CH:29][CH:30]=2)[CH2:21][CH2:22][CH2:23][CH2:24]1. (3) Given the reactants [Cl:1][C:2]1[CH:10]=[C:9]2[C:5]([C:6]([C:11](=[O:16])[C:12]([F:15])([F:14])[F:13])=[CH:7][NH:8]2)=[CH:4][CH:3]=1.[H-].[Na+].[CH3:19][O:20][C:21](=[O:24])[CH2:22]Br, predict the reaction product. The product is: [CH3:19][O:20][C:21](=[O:24])[CH2:22][N:8]1[C:9]2[C:5](=[CH:4][CH:3]=[C:2]([Cl:1])[CH:10]=2)[C:6]([C:11](=[O:16])[C:12]([F:13])([F:14])[F:15])=[CH:7]1. (4) Given the reactants [Cl:1][C:2]1[CH:8]=[CH:7][C:5]([NH2:6])=[CH:4][C:3]=1[C:9]1[CH:14]=[CH:13][CH:12]=[CH:11][N:10]=1.[CH3:15][C:16]1[N:20]=[CH:19][N:18]([CH2:21][CH2:22][S:23]([C:26]2[CH:34]=[CH:33][C:29]([C:30](O)=[O:31])=[CH:28][CH:27]=2)(=[O:25])=[O:24])[N:17]=1, predict the reaction product. The product is: [Cl:1][C:2]1[CH:8]=[CH:7][C:5]([NH:6][C:30](=[O:31])[C:29]2[CH:33]=[CH:34][C:26]([S:23]([CH2:22][CH2:21][N:18]3[CH:19]=[N:20][C:16]([CH3:15])=[N:17]3)(=[O:25])=[O:24])=[CH:27][CH:28]=2)=[CH:4][C:3]=1[C:9]1[CH:14]=[CH:13][CH:12]=[CH:11][N:10]=1.